This data is from NCI-60 drug combinations with 297,098 pairs across 59 cell lines. The task is: Regression. Given two drug SMILES strings and cell line genomic features, predict the synergy score measuring deviation from expected non-interaction effect. Drug 1: C1C(C(OC1N2C=C(C(=O)NC2=O)F)CO)O. Drug 2: C1=NNC2=C1C(=O)NC=N2. Cell line: UACC-257. Synergy scores: CSS=9.56, Synergy_ZIP=-4.71, Synergy_Bliss=-2.84, Synergy_Loewe=-25.9, Synergy_HSA=-1.23.